Dataset: Full USPTO retrosynthesis dataset with 1.9M reactions from patents (1976-2016). Task: Predict the reactants needed to synthesize the given product. (1) Given the product [NH2:44][C@H:10]1[C@H:9]([OH:8])[C@@H:14]([CH3:15])[CH2:13][N:12]([C:16]2[CH:21]=[CH:20][N:19]=[CH:18][C:17]=2[NH:22][C:23]([C:25]2[CH:34]=[CH:33][C:32]3[C:27](=[CH:28][C:29]([N:35]4[CH2:39][CH2:38][CH:37]([C:40]([F:43])([F:42])[F:41])[CH2:36]4)=[CH:30][CH:31]=3)[N:26]=2)=[O:24])[CH2:11]1, predict the reactants needed to synthesize it. The reactants are: [Si]([O:8][C@@H:9]1[C@@H:14]([CH3:15])[CH2:13][N:12]([C:16]2[CH:21]=[CH:20][N:19]=[CH:18][C:17]=2[NH:22][C:23]([C:25]2[CH:34]=[CH:33][C:32]3[C:27](=[CH:28][C:29]([N:35]4[CH2:39][CH2:38][CH:37]([C:40]([F:43])([F:42])[F:41])[CH2:36]4)=[CH:30][CH:31]=3)[N:26]=2)=[O:24])[CH2:11][C@H:10]1[NH:44]C(=O)OC(C)(C)C)(C(C)(C)C)(C)C.O1CCOCC1. (2) Given the product [O:12]1[C:13]2[C:8](=[CH:7][CH:6]=[CH:15][CH:14]=2)[CH2:9][CH2:10][CH:11]1[C:16]([Cl:3])=[O:18], predict the reactants needed to synthesize it. The reactants are: S(Cl)([Cl:3])=O.F[C:6]1[CH:7]=[C:8]2[C:13](=[CH:14][CH:15]=1)[O:12][CH:11]([C:16]([OH:18])=O)[CH2:10][CH2:9]2. (3) The reactants are: Cl.[C:2]1(=O)C2(CCNCC2)CCN1.C(N(CC)CC)C.BrC1C=CC(C(F)(F)F)=CC=1S(Cl)(=O)=O.Br[C:36]1[CH:41]=[CH:40][C:39]([C:42]([F:45])([F:44])[F:43])=[CH:38][C:37]=1[S:46]([N:49]1[CH2:59][CH2:58][C:52]2([C:56](=[O:57])[NH:55][CH2:54][CH2:53]2)[CH2:51][CH2:50]1)(=[O:48])=[O:47].C(=O)([O-])[O-].[K+].[K+].CB1OB(C)OB(C)O1. Given the product [CH3:2][C:36]1[CH:41]=[CH:40][C:39]([C:42]([F:45])([F:44])[F:43])=[CH:38][C:37]=1[S:46]([N:49]1[CH2:59][CH2:58][C:52]2([C:56](=[O:57])[NH:55][CH2:54][CH2:53]2)[CH2:51][CH2:50]1)(=[O:48])=[O:47], predict the reactants needed to synthesize it.